This data is from Reaction yield outcomes from USPTO patents with 853,638 reactions. The task is: Predict the reaction yield, written as a fraction of the theoretical maximum amount of product (1.0 means a 100% yield; for example, 0.34 means a 34% yield). (1) The reactants are C(OC(=O)[NH:7][CH:8]([CH3:16])[CH2:9][N:10]1[CH2:15][CH2:14][O:13][CH2:12][CH2:11]1)(C)(C)C.Cl. The catalyst is CO. The product is [CH3:16][C@H:8]([NH2:7])[CH2:9][N:10]1[CH2:15][CH2:14][O:13][CH2:12][CH2:11]1. The yield is 0.960. (2) The reactants are [NH:1]1[C:9]2[C:4](=[CH:5][C:6](B(O)O)=[CH:7][CH:8]=2)[CH:3]=[CH:2]1.[NH2:13][C:14]1[C:19]([F:20])=[C:18](Cl)[N:17]=[C:16]([C:22]([O:24][CH3:25])=[O:23])[C:15]=1[Cl:26].[F-].[Cs+].P(C1C=C(S([O-])(=O)=O)C=CC=1)(C1C=C(S([O-])(=O)=O)C=CC=1)C1C=C(S([O-])(=O)=O)C=CC=1.[Na+].[Na+].[Na+]. The catalyst is O.C([O-])(=O)C.[Pd+2].C([O-])(=O)C.C(#N)C. The product is [NH2:13][C:14]1[C:19]([F:20])=[C:18]([C:6]2[CH:5]=[C:4]3[C:9](=[CH:8][CH:7]=2)[NH:1][CH:2]=[CH:3]3)[N:17]=[C:16]([C:22]([O:24][CH3:25])=[O:23])[C:15]=1[Cl:26]. The yield is 0.730. (3) The reactants are C([O:8][C:9]1[CH:10]=[CH:11][C:12]([C@@H:20]([O:30][Si:31]([C:34]([CH3:37])([CH3:36])[CH3:35])([CH3:33])[CH3:32])[CH2:21][NH:22]CC2C=CC=CC=2)=[C:13]2[C:18]=1[NH:17][C:16](=[O:19])[CH:15]=[CH:14]2)C1C=CC=CC=1.[C:38]([OH:41])(=[O:40])[CH3:39]. The catalyst is CO. The product is [C:38]([OH:41])(=[O:40])[CH3:39].[NH2:22][CH2:21][C@@H:20]([C:12]1[CH:11]=[CH:10][C:9]([OH:8])=[C:18]2[C:13]=1[CH:14]=[CH:15][C:16](=[O:19])[NH:17]2)[O:30][Si:31]([C:34]([CH3:37])([CH3:36])[CH3:35])([CH3:33])[CH3:32]. The yield is 0.850. (4) The reactants are [I:1][C:2]1[CH:10]=[CH:9][C:5]([C:6]([OH:8])=[O:7])=[C:4]([Br:11])[CH:3]=1.S(=O)(=O)(O)O.[CH2:17](O)[CH3:18]. No catalyst specified. The product is [Br:11][C:4]1[CH:3]=[C:2]([I:1])[CH:10]=[CH:9][C:5]=1[C:6]([O:8][CH2:17][CH3:18])=[O:7]. The yield is 0.920.